This data is from Full USPTO retrosynthesis dataset with 1.9M reactions from patents (1976-2016). The task is: Predict the reactants needed to synthesize the given product. (1) Given the product [OH:38][C@@:31]1([C:29]#[C:30][C:2]2[CH:3]=[C:4]([N:8]3[C:16]4[C:11](=[CH:12][C:13]([C:17]5[CH:18]=[N:19][N:20]([CH2:22][CH2:23][OH:24])[CH:21]=5)=[CH:14][CH:15]=4)[C:10]([C:25]([O:27][CH3:28])=[O:26])=[N:9]3)[CH:5]=[CH:6][CH:7]=2)[CH2:35][CH2:34][N:33]([CH3:36])[C:32]1=[O:37], predict the reactants needed to synthesize it. The reactants are: Br[C:2]1[CH:3]=[C:4]([N:8]2[C:16]3[C:11](=[CH:12][C:13]([C:17]4[CH:18]=[N:19][N:20]([CH2:22][CH2:23][OH:24])[CH:21]=4)=[CH:14][CH:15]=3)[C:10]([C:25]([O:27][CH3:28])=[O:26])=[N:9]2)[CH:5]=[CH:6][CH:7]=1.[C:29]([C@:31]1([OH:38])[CH2:35][CH2:34][N:33]([CH3:36])[C:32]1=[O:37])#[CH:30]. (2) Given the product [NH2:14][C:12]1[CH:11]=[CH:10][C:4]([C:5]([O:7][CH2:8][CH3:9])=[O:6])=[C:3]([O:2][CH3:1])[CH:13]=1, predict the reactants needed to synthesize it. The reactants are: [CH3:1][O:2][C:3]1[CH:13]=[C:12]([N+:14]([O-])=O)[CH:11]=[CH:10][C:4]=1[C:5]([O:7][CH2:8][CH3:9])=[O:6]. (3) Given the product [CH2:1]([N:8]1[CH:16]=[C:15]2[C:10]([CH:11]=[C:12]([C:17]3[CH:18]=[C:19]([CH2:27][CH:28]4[CH2:33][O:32][CH2:31][CH2:30][N:29]4[CH:41]4[CH2:43][CH2:42]4)[N:20]4[C:25]=3[C:24]([NH2:26])=[N:23][CH:22]=[N:21]4)[CH:13]=[CH:14]2)=[N:9]1)[C:2]1[CH:7]=[CH:6][CH:5]=[CH:4][CH:3]=1, predict the reactants needed to synthesize it. The reactants are: [CH2:1]([N:8]1[CH:16]=[C:15]2[C:10]([CH:11]=[C:12]([C:17]3[CH:18]=[C:19]([CH2:27][CH:28]4[CH2:33][O:32][CH2:31][CH2:30][NH:29]4)[N:20]4[C:25]=3[C:24]([NH2:26])=[N:23][CH:22]=[N:21]4)[CH:13]=[CH:14]2)=[N:9]1)[C:2]1[CH:7]=[CH:6][CH:5]=[CH:4][CH:3]=1.CC(O)=O.C(O[C:41]1(O[Si](C)(C)C)[CH2:43][CH2:42]1)C.C([BH3-])#N.[Na+].[OH-].[Na+]. (4) Given the product [Li+:56].[CH3:17][C:18]1[N:22]([CH:23]([CH3:24])[CH3:25])[C:21]([C:26]2[CH:31]=[CH:30][N:29]=[C:28]([NH:32][CH:33]3[CH2:34][CH2:35][CH:36]([C:5]([O-:6])=[O:57])[CH2:37][CH2:38]3)[N:27]=2)=[CH:20][N:19]=1, predict the reactants needed to synthesize it. The reactants are: CN(C)/C=C/[C:5](C1N(C(C)C)C(C)=NC=1)=[O:6].[CH3:17][C:18]1[N:22]([CH:23]([CH3:25])[CH3:24])[C:21]([C:26]2[CH:31]=[CH:30][N:29]=[C:28]([NH:32][C@H:33]3[CH2:38][CH2:37][C@H:36](NC(CC4CCN(C(OC(C)(C)C)=O)CC4)=O)[CH2:35][CH2:34]3)[N:27]=2)=[CH:20][N:19]=1.[Li+:56].[OH-:57]. (5) Given the product [CH3:1][C:2]1[O:6][N:5]=[C:4]([C:7]2[CH:8]=[C:9]([NH:13][CH2:21][C:22]([O:24][CH2:25][CH3:26])=[O:23])[CH:10]=[CH:11][CH:12]=2)[N:3]=1, predict the reactants needed to synthesize it. The reactants are: [CH3:1][C:2]1[O:6][N:5]=[C:4]([C:7]2[CH:8]=[C:9]([NH:13]C(=O)C(F)(F)F)[CH:10]=[CH:11][CH:12]=2)[N:3]=1.Br[CH2:21][C:22]([O:24][CH2:25][CH3:26])=[O:23]. (6) Given the product [C:1]([O:5][C:6]([N:8]1[CH2:13][C:12]([C:25]2[CH:26]=[C:27]([CH:30]3[CH2:35][CH2:34][N:33]([C:36](=[O:38])[CH3:37])[CH2:32][CH2:31]3)[CH:28]=[CH:29][C:24]=2[NH2:23])=[CH:11][CH2:10][CH2:9]1)=[O:7])([CH3:2])([CH3:3])[CH3:4], predict the reactants needed to synthesize it. The reactants are: [C:1]([O:5][C:6]([N:8]1[CH2:13][C:12](B2OC(C)(C)C(C)(C)O2)=[CH:11][CH2:10][CH2:9]1)=[O:7])([CH3:4])([CH3:3])[CH3:2].[NH2:23][C:24]1[CH:29]=[CH:28][C:27]([CH:30]2[CH2:35][CH2:34][N:33]([C:36](=[O:38])[CH3:37])[CH2:32][CH2:31]2)=[CH:26][C:25]=1Br.C([O-])([O-])=O.[Na+].[Na+]. (7) Given the product [CH2:27]([C:2]1[CH:3]=[C:4]([F:22])[C:5]([C:8]2([F:21])[CH2:13][CH2:12][N:11]([C:14]([O:16][C:17]([CH3:20])([CH3:19])[CH3:18])=[O:15])[CH2:10][CH2:9]2)=[N:6][CH:7]=1)[CH:25]=[CH2:26], predict the reactants needed to synthesize it. The reactants are: Br[C:2]1[CH:3]=[C:4]([F:22])[C:5]([C:8]2([F:21])[CH2:13][CH2:12][N:11]([C:14]([O:16][C:17]([CH3:20])([CH3:19])[CH3:18])=[O:15])[CH2:10][CH2:9]2)=[N:6][CH:7]=1.[Cl-].[Li+].[CH:25]([Mg]Cl)([CH3:27])[CH3:26].C(Br)C=C.